From a dataset of Full USPTO retrosynthesis dataset with 1.9M reactions from patents (1976-2016). Predict the reactants needed to synthesize the given product. (1) Given the product [CH3:1][C:10]1[S:6][C:7]([C:11]2([OH:21])[CH2:12][CH2:13][C:14]3([O:18][CH2:17][CH2:16][O:15]3)[CH2:19][CH2:20]2)=[N:8][CH:9]=1, predict the reactants needed to synthesize it. The reactants are: [CH2:1]([Li])CCC.[S:6]1[CH:10]=[CH:9][N:8]=[C:7]1[C:11]1([OH:21])[CH2:20][CH2:19][C:14]2([O:18][CH2:17][CH2:16][O:15]2)[CH2:13][CH2:12]1.CI.O. (2) Given the product [CH3:4][C:2]([C:5]1[O:6][C:7]([C:10]2[CH:15]=[CH:14][C:13]([NH2:16])=[C:12]([CH3:19])[CH:11]=2)=[N:8][N:9]=1)([CH3:1])[CH3:3], predict the reactants needed to synthesize it. The reactants are: [CH3:1][C:2]([C:5]1[O:6][C:7]([C:10]2[CH:15]=[CH:14][C:13]([N+:16]([O-])=O)=[C:12]([CH3:19])[CH:11]=2)=[N:8][N:9]=1)([CH3:4])[CH3:3]. (3) Given the product [C:24]([O:28][C:29]([N:31]1[CH2:36][CH2:35][CH:34]([S:37][CH2:18][C:16]2[O:15][N:14]=[C:13]([C:10]3[CH:9]=[CH:8][N:7]=[CH:12][CH:11]=3)[N:17]=2)[CH2:33][CH2:32]1)=[O:30])([CH3:27])([CH3:25])[CH3:26], predict the reactants needed to synthesize it. The reactants are: CC([O-])(C)C.[K+].[N:7]1[CH:12]=[CH:11][C:10]([C:13]2[N:17]=[C:16]([CH2:18]OS(C)(=O)=O)[O:15][N:14]=2)=[CH:9][CH:8]=1.[C:24]([O:28][C:29]([N:31]1[CH2:36][CH2:35][CH:34]([SH:37])[CH2:33][CH2:32]1)=[O:30])([CH3:27])([CH3:26])[CH3:25].